This data is from Full USPTO retrosynthesis dataset with 1.9M reactions from patents (1976-2016). The task is: Predict the reactants needed to synthesize the given product. (1) Given the product [F:25][C:26]([F:31])([F:30])[C:27]([OH:29])=[O:28].[CH2:1]([O:3][CH:4]1[CH2:9][CH2:8][NH:7][CH2:6][CH2:5]1)[CH3:2], predict the reactants needed to synthesize it. The reactants are: [CH2:1]([O:3][CH:4]1[CH2:9][CH2:8][N:7](C(OC(C)(C)C)=O)[CH2:6][CH2:5]1)[CH3:2].C1(OC)C=CC=CC=1.[F:25][C:26]([F:31])([F:30])[C:27]([OH:29])=[O:28]. (2) Given the product [CH3:46][O:49][C:34]1[C:35]([C:2]2[C:10]3[C:5](=[N:6][CH:7]=[C:8]([C:11]4[CH:12]=[C:13]([C:17]([N:19]5[CH2:24][CH2:23][O:22][CH2:21][CH2:20]5)=[O:18])[CH:14]=[CH:15][CH:16]=4)[CH:9]=3)[N:4]([CH2:25][O:26][CH2:27][CH2:28][Si:29]([CH3:32])([CH3:31])[CH3:30])[N:3]=2)=[CH:40][CH:39]=[CH:38][N:54]=1, predict the reactants needed to synthesize it. The reactants are: I[C:2]1[C:10]2[C:5](=[N:6][CH:7]=[C:8]([C:11]3[CH:12]=[C:13]([C:17]([N:19]4[CH2:24][CH2:23][O:22][CH2:21][CH2:20]4)=[O:18])[CH:14]=[CH:15][CH:16]=3)[CH:9]=2)[N:4]([CH2:25][O:26][CH2:27][CH2:28][Si:29]([CH3:32])([CH3:31])[CH3:30])[N:3]=1.F[C:34](F)(F)[C:35]1C=C(B(O)O)[CH:38]=[CH:39][CH:40]=1.[C:46](=[O:49])([O-])[O-].[Na+].[Na+].C(#[N:54])C. (3) Given the product [F:1][C:2]1[CH:3]=[C:4]([C@@H:9]2[CH2:14][C@H:10]2[C:11]([OH:13])=[O:12])[CH:5]=[CH:6][C:7]=1[F:8], predict the reactants needed to synthesize it. The reactants are: [F:1][C:2]1[CH:3]=[C:4](/[CH:9]=[CH:10]/[C:11]([OH:13])=[O:12])[CH:5]=[CH:6][C:7]=1[F:8].[C:14]1(C)C=CC([C@@H]2C[C@H]2C(O)=O)=CC=1. (4) Given the product [Br:23][C:22]1[C:14]([CH2:13][N:10]2[C:11]([CH3:12])=[C:7]([NH:6][C:1](=[O:4])[CH2:2][CH3:3])[C:8]([C:24]([NH2:26])=[O:25])=[N:9]2)=[CH:15][C:16]2[O:20][CH2:19][O:18][C:17]=2[CH:21]=1, predict the reactants needed to synthesize it. The reactants are: [C:1](Cl)(=[O:4])[CH2:2][CH3:3].[NH2:6][C:7]1[C:8]([C:24]([NH2:26])=[O:25])=[N:9][N:10]([CH2:13][C:14]2[C:22]([Br:23])=[CH:21][C:17]3[O:18][CH2:19][O:20][C:16]=3[CH:15]=2)[C:11]=1[CH3:12].CCN(CC)CC.O. (5) Given the product [O:35]1[C:36]2[CH:42]=[CH:41][CH:40]=[CH:39][C:37]=2[N:38]=[C:34]1[CH2:33][O:21][C:18]1[CH:17]=[CH:16][C:15]([C:6]2[C:7]([C:9]3[CH:10]=[CH:11][N:12]=[CH:13][CH:14]=3)=[CH:8][N:4]([CH2:3][CH2:2][OH:1])[N:5]=2)=[CH:20][CH:19]=1, predict the reactants needed to synthesize it. The reactants are: [OH:1][CH2:2][CH2:3][N:4]1[CH:8]=[C:7]([C:9]2[CH:14]=[CH:13][N:12]=[CH:11][CH:10]=2)[C:6]([C:15]2[CH:20]=[CH:19][C:18]([OH:21])=[CH:17][CH:16]=2)=[N:5]1.C[Si]([N-][Si](C)(C)C)(C)C.[Na+].Cl[CH2:33][C:34]1[O:35][C:36]2[CH:42]=[CH:41][CH:40]=[CH:39][C:37]=2[N:38]=1.C(Cl)Cl. (6) Given the product [CH:17]1([C:20]2[NH:21][C:12](=[O:14])[C:11]3[N:5]4[C:4](=[C:3]([C:15]#[N:16])[C:2]=3[N:1]=2)[CH2:10][CH2:9][CH2:8][CH2:7][CH2:6]4)[CH2:19][CH2:18]1, predict the reactants needed to synthesize it. The reactants are: [NH2:1][C:2]1[C:3]([C:15]#[N:16])=[C:4]2[CH2:10][CH2:9][CH2:8][CH2:7][CH2:6][N:5]2[C:11]=1[C:12]([OH:14])=O.[CH:17]1([C:20]#[N:21])[CH2:19][CH2:18]1. (7) Given the product [C:15]([C:12]1[CH:13]=[CH:14][C:9]2[N:8]([CH2:7][C:6]([OH:5])=[O:28])[C:18]([CH2:19][O:20][C:21]3[CH:26]=[CH:25][CH:24]=[CH:23][CH:22]=3)=[N:17][C:10]=2[CH:11]=1)#[N:16], predict the reactants needed to synthesize it. The reactants are: C([O:5][C:6](=[O:28])[CH2:7][NH:8][C:9]1[CH:14]=[CH:13][C:12]([C:15]#[N:16])=[CH:11][C:10]=1[NH:17][C:18](=O)[CH2:19][O:20][C:21]1[CH:26]=[CH:25][CH:24]=[CH:23][CH:22]=1)(C)(C)C. (8) Given the product [O:1]1[C:6]2[CH:7]=[CH:8][C:9]([C:11]([C:13]3[C:22](=[O:23])[C:21]4[C:16](=[CH:17][CH:18]=[CH:19][CH:20]=4)[N:15]([CH2:25][C:26]4[CH:31]=[CH:30][CH:29]=[C:28]([C:32]([F:34])([F:33])[F:35])[N:27]=4)[CH:14]=3)=[O:12])=[CH:10][C:5]=2[O:4][CH2:3][CH2:2]1, predict the reactants needed to synthesize it. The reactants are: [O:1]1[C:6]2[CH:7]=[CH:8][C:9]([C:11]([C:13]3[C:22](=[O:23])[C:21]4[C:16](=[CH:17][CH:18]=[CH:19][CH:20]=4)[NH:15][CH:14]=3)=[O:12])=[CH:10][C:5]=2[O:4][CH2:3][CH2:2]1.Br[CH2:25][C:26]1[CH:31]=[CH:30][CH:29]=[C:28]([C:32]([F:35])([F:34])[F:33])[N:27]=1. (9) Given the product [F:14][C:9]1[CH:8]=[C:7]([N:6]2[C:19]([CH3:20])=[CH:18][CH:17]=[C:3]([C:1]#[N:2])[C:4]2=[O:5])[CH:12]=[CH:11][C:10]=1[F:13], predict the reactants needed to synthesize it. The reactants are: [C:1]([CH2:3][C:4]([NH:6][C:7]1[CH:12]=[CH:11][C:10]([F:13])=[C:9]([F:14])[CH:8]=1)=[O:5])#[N:2].CO/[CH:17]=[CH:18]/[C:19](=O)[CH3:20].N12CCN(CC1)CC2.Cl. (10) Given the product [Cl:1][C:2]1[CH:3]=[CH:4][C:5]2[S:9][CH:8]=[C:7]([CH2:10][CH2:11][N:12]3[CH2:13][CH:14]=[C:15]([C:18]4[C:26]5[C:21](=[CH:22][CH:23]=[CH:24][CH:25]=5)[N:20]([CH2:30][CH:29]=[CH2:28])[CH:19]=4)[CH2:16][CH2:17]3)[C:6]=2[CH:27]=1, predict the reactants needed to synthesize it. The reactants are: [Cl:1][C:2]1[CH:3]=[CH:4][C:5]2[S:9][CH:8]=[C:7]([CH2:10][CH2:11][N:12]3[CH2:17][CH:16]=[C:15]([C:18]4[C:26]5[C:21](=[CH:22][CH:23]=[CH:24][CH:25]=5)[NH:20][CH:19]=4)[CH2:14][CH2:13]3)[C:6]=2[CH:27]=1.[CH3:28][CH2:29][CH2:30]CCC.C(Br)C=C.